The task is: Predict the product of the given reaction.. This data is from Forward reaction prediction with 1.9M reactions from USPTO patents (1976-2016). (1) Given the reactants [NH2:1][C:2]1[N:3]=[C:4]2[CH:9]=[CH:8][C:7]([O:10][C:11]3[CH:12]=[C:13]([NH:17][C:18](=[O:29])[C:19]4[CH:24]=[CH:23][CH:22]=[C:21]([C:25]([F:28])([F:27])[F:26])[CH:20]=4)[CH:14]=[CH:15][CH:16]=3)=[N:6][N:5]2[CH:30]=1.C(N(CC)CC)C.[CH:38]1([C:42](Cl)=[O:43])[CH2:41][CH2:40][CH2:39]1.[Cl-].[NH4+], predict the reaction product. The product is: [CH:38]1([C:42]([NH:1][C:2]2[N:3]=[C:4]3[CH:9]=[CH:8][C:7]([O:10][C:11]4[CH:12]=[C:13]([NH:17][C:18](=[O:29])[C:19]5[CH:24]=[CH:23][CH:22]=[C:21]([C:25]([F:28])([F:27])[F:26])[CH:20]=5)[CH:14]=[CH:15][CH:16]=4)=[N:6][N:5]3[CH:30]=2)=[O:43])[CH2:41][CH2:40][CH2:39]1. (2) The product is: [CH2:1]([C:3]1[C:12]([C:13]2[S:17][C:16]([C:18]3[CH:19]=[CH:20][C:21]([O:26][CH:27]([CH3:28])[CH3:29])=[C:22]([CH:25]=3)[C:23]#[N:24])=[N:15][CH:14]=2)=[CH:11][CH:10]=[C:9]2[C:4]=1[CH2:5][CH2:6][N:7]([CH:41]([CH2:42][OH:43])[CH2:40][OH:39])[CH2:8]2)[CH3:2]. Given the reactants [CH2:1]([C:3]1[C:12]([C:13]2[S:17][C:16]([C:18]3[CH:19]=[CH:20][C:21]([O:26][CH:27]([CH3:29])[CH3:28])=[C:22]([CH:25]=3)[C:23]#[N:24])=[N:15][CH:14]=2)=[CH:11][CH:10]=[C:9]2[C:4]=1[CH2:5][CH2:6][NH:7][CH2:8]2)[CH3:2].CCN(CC)CC.CC1(C)[O:43][CH2:42][C:41](=O)[CH2:40][O:39]1.C(O[BH-](OC(=O)C)OC(=O)C)(=O)C.[Na+], predict the reaction product. (3) The product is: [NH2:41][C@@H:37]([C:33]1[C:32]([F:42])=[C:31]([C:9]2[CH:27]=[CH:26][CH:25]=[C:11]([CH2:12][O:13][C:14]3[CH:19]=[CH:18][CH:17]=[CH:16][C:15]=3[CH2:20][C:21]([O:23][CH3:24])=[O:22])[CH:10]=2)[CH:36]=[CH:35][CH:34]=1)[CH2:38][CH2:39][CH3:40]. Given the reactants CC1(C)C(C)(C)OB([C:9]2[CH:10]=[C:11]([CH:25]=[CH:26][CH:27]=2)[CH2:12][O:13][C:14]2[CH:19]=[CH:18][CH:17]=[CH:16][C:15]=2[CH2:20][C:21]([O:23][CH3:24])=[O:22])O1.Cl.Br[C:31]1[C:32]([F:42])=[C:33]([C@H:37]([NH2:41])[CH2:38][CH2:39][CH3:40])[CH:34]=[CH:35][CH:36]=1.[O-]P([O-])([O-])=O.[K+].[K+].[K+].C(Cl)Cl, predict the reaction product.